Dataset: Forward reaction prediction with 1.9M reactions from USPTO patents (1976-2016). Task: Predict the product of the given reaction. (1) Given the reactants [F:1][C:2]1[CH:3]=[C:4]2[N:10]=[CH:9][N:8]([CH2:11][C:12]3[CH:23]=[CH:22][C:15]4[N:16]=[C:17](S(C)=O)[O:18][C:14]=4[CH:13]=3)[C:5]2=[N:6][CH:7]=1.[NH2:24][C@@H:25]1[CH2:30][CH2:29][CH2:28][CH2:27][C@H:26]1[OH:31].CCN(C(C)C)C(C)C.O, predict the reaction product. The product is: [F:1][C:2]1[CH:3]=[C:4]2[N:10]=[CH:9][N:8]([CH2:11][C:12]3[CH:23]=[CH:22][C:15]4[N:16]=[C:17]([NH:24][C@@H:25]5[CH2:30][CH2:29][CH2:28][CH2:27][C@H:26]5[OH:31])[O:18][C:14]=4[CH:13]=3)[C:5]2=[N:6][CH:7]=1. (2) Given the reactants Br[C:2]1[CH:7]=[CH:6][CH:5]=[C:4]([CH2:8][F:9])[N:3]=1.[CH2:10]([OH:14])[CH2:11][C:12]#[CH:13], predict the reaction product. The product is: [F:9][CH2:8][C:4]1[N:3]=[C:2]([C:13]#[C:12][CH2:11][CH2:10][OH:14])[CH:7]=[CH:6][CH:5]=1. (3) Given the reactants Br.Br[CH2:3][C:4]([C:6]1[C:7]([CH3:14])=[N:8][C:9]([CH3:13])=[CH:10][C:11]=1[CH3:12])=O.[NH2:15][C:16]([NH2:18])=[S:17], predict the reaction product. The product is: [CH3:14][C:7]1[C:6]([C:4]2[N:15]=[C:16]([NH2:18])[S:17][CH:3]=2)=[C:11]([CH3:12])[CH:10]=[C:9]([CH3:13])[N:8]=1.